Predict the reaction yield, written as a fraction of the theoretical maximum amount of product (1.0 means a 100% yield; for example, 0.34 means a 34% yield). From a dataset of Reaction yield outcomes from USPTO patents with 853,638 reactions. (1) The reactants are [Cl:1][C:2]1[CH:7]=[CH:6][C:5]([CH:8]([CH2:13]O)[C:9]([O:11][CH3:12])=[O:10])=[CH:4][CH:3]=1.CS(Cl)(=O)=O. The catalyst is C(Cl)Cl. The product is [Cl:1][C:2]1[CH:3]=[CH:4][C:5]([C:8](=[CH2:13])[C:9]([O:11][CH3:12])=[O:10])=[CH:6][CH:7]=1. The yield is 0.850. (2) The reactants are [Br:1][C:2]1[CH:10]=[C:9]2[C:5]([CH:6]=[N:7][NH:8]2)=[CH:4][C:3]=1[F:11].[C:12]([O-])([O-])=O.[Cs+].[Cs+].CI. The catalyst is CC#N. The product is [Br:1][C:2]1[CH:10]=[C:9]2[C:5]([CH:6]=[N:7][N:8]2[CH3:12])=[CH:4][C:3]=1[F:11]. The yield is 0.530. (3) The reactants are [CH2:1]([C:7]1[C:16]([CH2:17][C:18]#[C:19][CH2:20][CH2:21][CH3:22])=[C:15]([CH2:23][CH2:24][CH3:25])[C:14]2[C:9](=[CH:10][CH:11]=[CH:12][CH:13]=2)[C:8]=1[CH2:26][CH2:27][CH3:28])[C:2]#[C:3][CH2:4][CH2:5][CH3:6].C([Li])[CH2:30][CH2:31][CH3:32].[CH3:34][CH2:35][CH2:36]C#CCCC.Cl.[CH2:43]1COC[CH2:44]1. No catalyst specified. The product is [CH2:20]([C:19]1[C:18]2[CH2:17][C:16]3[C:7](=[C:8]([CH2:26][CH2:27][CH3:28])[C:9]4[C:14]([C:15]=3[CH2:23][CH2:24][CH3:25])=[CH:13][CH:12]=[CH:11][CH:10]=4)[CH2:1][C:2]=2[C:3]([CH2:30][CH2:31][CH3:32])=[C:4]([CH2:34][CH2:35][CH3:36])[C:5]=1[CH2:6][CH2:43][CH3:44])[CH2:21][CH3:22]. The yield is 0.460. (4) The reactants are C([N-]C(C)C)(C)C.[Li+].[CH3:9][O:10][C:11]([CH:13]1[CH2:18][CH2:17][O:16][CH2:15][CH2:14]1)=[O:12].[I:19][CH2:20]I.O. The catalyst is O1CCCC1. The product is [CH3:9][O:10][C:11]([C:13]1([CH2:20][I:19])[CH2:18][CH2:17][O:16][CH2:15][CH2:14]1)=[O:12]. The yield is 0.530. (5) The reactants are CS(C)=O.O1CCCC1.[F:10][C:11]1[CH:12]=[CH:13][C:14]([CH2:17][O:18][C:19]2[CH:24]=[CH:23][C:22](/[CH:25]=[CH:26]/[N+:27]([O-:29])=[O:28])=[C:21]([F:30])[CH:20]=2)=[N:15][CH:16]=1.[BH4-].[Na+]. The catalyst is O.C(O)(=O)C. The product is [F:10][C:11]1[CH:12]=[CH:13][C:14]([CH2:17][O:18][C:19]2[CH:24]=[CH:23][C:22]([CH2:25][CH2:26][N+:27]([O-:29])=[O:28])=[C:21]([F:30])[CH:20]=2)=[N:15][CH:16]=1. The yield is 0.344. (6) The reactants are [NH4+:1].[Cl-].C([O:5][C:6]([C:8]1[N:9]([CH3:13])[CH:10]=[CH:11][N:12]=1)=O)C. The catalyst is [OH-].[NH4+]. The product is [CH3:13][N:9]1[CH:10]=[CH:11][N:12]=[C:8]1[C:6]([NH2:1])=[O:5]. The yield is 0.550.